The task is: Predict the reaction yield, written as a fraction of the theoretical maximum amount of product (1.0 means a 100% yield; for example, 0.34 means a 34% yield).. This data is from Reaction yield outcomes from USPTO patents with 853,638 reactions. (1) The reactants are [Br:1][C:2]1[N:7]=[C:6]([NH:8][C@H:9]([C:11]2[CH:16]=[CH:15][CH:14]=[CH:13][CH:12]=2)[CH3:10])[C:5]([NH2:17])=[N:4][CH:3]=1.[C:18](N1C=CN=C1)(N1C=CN=C1)=[O:19]. The catalyst is C1COCC1. The product is [Br:1][C:2]1[N:7]=[C:6]2[N:8]([C@H:9]([C:11]3[CH:12]=[CH:13][CH:14]=[CH:15][CH:16]=3)[CH3:10])[C:18]([OH:19])=[N:17][C:5]2=[N:4][CH:3]=1. The yield is 0.660. (2) The reactants are [CH2:1]([Si:4](OC)([O:7][CH3:8])[O:5][CH3:6])[CH2:2][CH3:3].[C:11]1([Mg]Br)[CH:16]=[CH:15][CH:14]=[CH:13][CH:12]=1.[SiH4].Cl. The catalyst is CCOCC. The product is [C:11]1([Si:4]([CH2:1][CH2:2][CH3:3])([O:7][CH3:8])[O:5][CH3:6])[CH:16]=[CH:15][CH:14]=[CH:13][CH:12]=1. The yield is 0.880.